This data is from Catalyst prediction with 721,799 reactions and 888 catalyst types from USPTO. The task is: Predict which catalyst facilitates the given reaction. (1) Reactant: [NH2:1][C:2]1[CH:7]=[CH:6][C:5]([CH2:8][C:9]([NH:11][CH2:12][CH:13]2[CH2:21][N:20]([CH2:22][C:23]([OH:25])=[O:24])[CH2:19][CH2:18][N:17]([CH2:26][C:27]([OH:29])=[O:28])[CH2:16][CH2:15][N:14]2[CH2:30][C:31]([OH:33])=[O:32])=[O:10])=[CH:4][CH:3]=1.[C:34](Cl)(Cl)=[S:35]. Product: [N:1]([C:2]1[CH:7]=[CH:6][C:5]([CH2:8][C:9]([NH:11][CH2:12][CH:13]2[CH2:21][N:20]([CH2:22][C:23]([OH:25])=[O:24])[CH2:19][CH2:18][N:17]([CH2:26][C:27]([OH:29])=[O:28])[CH2:16][CH2:15][N:14]2[CH2:30][C:31]([OH:33])=[O:32])=[O:10])=[CH:4][CH:3]=1)=[C:34]=[S:35]. The catalyst class is: 229. (2) Reactant: [C:1]([NH:5][CH2:6][C:7]1[CH:8]=[C:9]([CH:11]=[CH:12][C:13]=1[N:14]1[CH2:19][CH2:18][N:17]([CH3:20])[CH2:16][CH2:15]1)[NH2:10])([CH3:4])([CH3:3])[CH3:2].Cl[C:22]1[C:31]2[C:26](=[CH:27][C:28]([Cl:32])=[CH:29][CH:30]=2)[N:25]=[CH:24][CH:23]=1.Cl. Product: [C:1]([NH:5][CH2:6][C:7]1[CH:8]=[C:9]([NH:10][C:22]2[C:31]3[C:26](=[CH:27][C:28]([Cl:32])=[CH:29][CH:30]=3)[N:25]=[CH:24][CH:23]=2)[CH:11]=[CH:12][C:13]=1[N:14]1[CH2:19][CH2:18][N:17]([CH3:20])[CH2:16][CH2:15]1)([CH3:4])([CH3:3])[CH3:2]. The catalyst class is: 10.